Dataset: Forward reaction prediction with 1.9M reactions from USPTO patents (1976-2016). Task: Predict the product of the given reaction. (1) Given the reactants [Cl:1][C:2]1[CH:3]=[C:4]([NH:9][C:10]2[C:19]3[C:14](=[CH:15][C:16]([O:23][CH3:24])=[C:17]([N+:20]([O-])=O)[CH:18]=3)[N:13]=[CH:12][N:11]=2)[CH:5]=[CH:6][C:7]=1[F:8].[H][H], predict the reaction product. The product is: [Cl:1][C:2]1[CH:3]=[C:4]([NH:9][C:10]2[C:19]3[C:14](=[CH:15][C:16]([O:23][CH3:24])=[C:17]([NH2:20])[CH:18]=3)[N:13]=[CH:12][N:11]=2)[CH:5]=[CH:6][C:7]=1[F:8]. (2) Given the reactants [Cl:1][CH2:2][C:3]1[CH:8]=[CH:7][C:6]([C:9]2C=C[CH:12]=[CH:11][CH:10]=2)=[C:5]([O:15][CH3:16])[CH:4]=1.C(C1C=CC(CO)=CC=1OC)CCC, predict the reaction product. The product is: [CH2:9]([C:6]1[CH:7]=[CH:8][C:3]([CH2:2][Cl:1])=[CH:4][C:5]=1[O:15][CH3:16])[CH2:10][CH2:11][CH3:12]. (3) Given the reactants I[C:2]1[C:3]([CH3:12])=[N:4][N:5]([CH2:7][C@H:8]([OH:11])[CH2:9][OH:10])[CH:6]=1.IC1C=NN(C[C@H](O)CO)C=1C.C1COCC1.C([Mg]Cl)(C)C.CO[B:37]1[O:41][C:40]([CH3:43])([CH3:42])[C:39]([CH3:45])([CH3:44])[O:38]1.[NH4+].[Cl-], predict the reaction product. The product is: [CH3:12][C:3]1[C:2]([B:37]2[O:41][C:40]([CH3:43])([CH3:42])[C:39]([CH3:45])([CH3:44])[O:38]2)=[CH:6][N:5]([CH2:7][C@H:8]([OH:11])[CH2:9][OH:10])[N:4]=1.